Task: Regression. Given a peptide amino acid sequence and an MHC pseudo amino acid sequence, predict their binding affinity value. This is MHC class I binding data.. Dataset: Peptide-MHC class I binding affinity with 185,985 pairs from IEDB/IMGT The MHC is Mamu-A11 with pseudo-sequence Mamu-A11. The peptide sequence is KDKNKWRM. The binding affinity (normalized) is 0.202.